From a dataset of Orexin1 receptor HTS with 218,158 compounds and 233 confirmed actives. Binary Classification. Given a drug SMILES string, predict its activity (active/inactive) in a high-throughput screening assay against a specified biological target. (1) The drug is S1C(CC(=O)N=C1NCc1ccc(OC)cc1)C(=O)Nc1cc(cc(c1)C(OC)=O)C(OC)=O. The result is 0 (inactive). (2) The molecule is S(c1o\c([nH]n1)=C1/c2c(N=C1)cccc2)CC(=O)NC(=O)NC(C)C. The result is 0 (inactive). (3) The compound is Clc1cc(NC(=S)NNC(=O)c2nnn(c2C)c2ccccc2)ccc1. The result is 0 (inactive).